From a dataset of Catalyst prediction with 721,799 reactions and 888 catalyst types from USPTO. Predict which catalyst facilitates the given reaction. Reactant: [C:1]([C:4]1[CH:5]=[N:6][CH:7]=[CH:8][CH:9]=1)(=[O:3])[CH3:2].CO[CH:12](OC)[N:13]([CH3:15])[CH3:14].C(OCC)C. Product: [CH3:12][N:13]([CH3:15])[CH:14]=[CH:2][C:1]([C:4]1[CH:5]=[N:6][CH:7]=[CH:8][CH:9]=1)=[O:3]. The catalyst class is: 81.